Dataset: Catalyst prediction with 721,799 reactions and 888 catalyst types from USPTO. Task: Predict which catalyst facilitates the given reaction. (1) Reactant: [F:1][C:2]1[CH:7]=[CH:6][C:5]([C:8](=[O:12])[CH2:9][C:10]#[N:11])=[CH:4][CH:3]=1.[Cl:13][C:14]1[CH:19]=[CH:18][C:17]([SH:20])=[CH:16][CH:15]=1.Cl. Product: [ClH:13].[F:1][C:2]1[CH:3]=[CH:4][C:5]([C:8](=[O:12])[CH2:9][C:10]([S:20][C:17]2[CH:18]=[CH:19][C:14]([Cl:13])=[CH:15][CH:16]=2)=[NH:11])=[CH:6][CH:7]=1. The catalyst class is: 621. (2) Reactant: Br[C:2]1[N:3]=[CH:4][C:5]([NH:8][C:9]2[CH:10]=[N:11][C:12]([C:15]([F:18])([F:17])[F:16])=[CH:13][CH:14]=2)=[N:6][CH:7]=1.[CH3:19][O:20][C:21](=[O:42])[CH2:22][CH:23]1[CH2:28][CH2:27][CH:26]([C:29]2[CH:34]=[CH:33][C:32](C3C=CC(Br)=CN=3)=[CH:31][CH:30]=2)[CH2:25][CH2:24]1.C(=O)([O-])[O-].[Na+].[Na+]. Product: [CH3:19][O:20][C:21](=[O:42])[CH2:22][CH:23]1[CH2:24][CH2:25][CH:26]([C:29]2[CH:30]=[CH:31][C:32]([C:2]3[CH:7]=[N:6][C:5]([NH:8][C:9]4[CH:10]=[N:11][C:12]([C:15]([F:18])([F:17])[F:16])=[CH:13][CH:14]=4)=[CH:4][N:3]=3)=[CH:33][CH:34]=2)[CH2:27][CH2:28]1. The catalyst class is: 276. (3) Reactant: Cl.[NH2:2][C:3]1[S:4][C:5]([Cl:8])=[CH:6][N:7]=1.Cl[S:10]([C:13]1[CH:22]=[CH:21][C:16]([C:17]([O:19][CH3:20])=[O:18])=[C:15]([Cl:23])[CH:14]=1)(=[O:12])=[O:11].Cl. Product: [Cl:23][C:15]1[CH:14]=[C:13]([S:10]([NH:2][C:3]2[S:4][C:5]([Cl:8])=[CH:6][N:7]=2)(=[O:12])=[O:11])[CH:22]=[CH:21][C:16]=1[C:17]([O:19][CH3:20])=[O:18]. The catalyst class is: 17. (4) Product: [CH3:1][O:2][C:3]1[CH:4]=[C:5]2[C:10](=[CH:11][CH:12]=1)[CH:9]=[C:8]([C@H:13]([CH3:24])[C:14]([NH:16][NH:17][C:18](=[O:23])[CH2:19][CH2:20][CH2:21][O:22][N+:25]([O-:27])=[O:26])=[O:15])[CH:7]=[CH:6]2. Reactant: [CH3:1][O:2][C:3]1[CH:4]=[C:5]2[C:10](=[CH:11][CH:12]=1)[CH:9]=[C:8]([C@H:13]([CH3:24])[C:14]([NH:16][NH:17][C:18](=[O:23])[CH2:19][CH2:20][CH2:21][OH:22])=[O:15])[CH:7]=[CH:6]2.[N+:25]([O-])([OH:27])=[O:26].CC(OC(C)=O)=O. The catalyst class is: 25. (5) Reactant: [CH3:1][C:2]1[C:3]([C:12]2[CH:32]=[C:15]3[N:16]=[C:17]([N:27]4[CH2:31][CH2:30][CH2:29][CH2:28]4)[CH:18]=[C:19]([NH:20][CH:21]4[CH2:26][CH2:25][O:24][CH2:23][CH2:22]4)[N:14]3[N:13]=2)=[N:4][C:5]2[C:10]([N:11]=1)=[CH:9][CH:8]=[CH:7][CH:6]=2.[ClH:33].O. Product: [ClH:33].[CH3:1][C:2]1[C:3]([C:12]2[CH:32]=[C:15]3[N:16]=[C:17]([N:27]4[CH2:28][CH2:29][CH2:30][CH2:31]4)[CH:18]=[C:19]([NH:20][CH:21]4[CH2:22][CH2:23][O:24][CH2:25][CH2:26]4)[N:14]3[N:13]=2)=[N:4][C:5]2[C:10]([N:11]=1)=[CH:9][CH:8]=[CH:7][CH:6]=2. The catalyst class is: 8. (6) Reactant: [CH:1]1[C:10]2[C:5](=[CH:6][CH:7]=[CH:8][CH:9]=2)[CH:4]=[CH:3][C:2]=1[O:11][C:12]1[CH:28]=[CH:27][C:15]([C:16]([NH:18][C:19]2[CH:26]=[CH:25][CH:24]=[CH:23][C:20]=2[C:21]#[N:22])=[O:17])=[CH:14][CH:13]=1.[Cl-].[NH4+].[N-:31]=[N+:32]=[N-:33].[Na+].Cl. Product: [CH:1]1[C:10]2[C:5](=[CH:6][CH:7]=[CH:8][CH:9]=2)[CH:4]=[CH:3][C:2]=1[O:11][C:12]1[CH:13]=[CH:14][C:15]([C:16]([NH:18][C:19]2[CH:26]=[CH:25][CH:24]=[CH:23][C:20]=2[C:21]2[NH:33][N:32]=[N:31][N:22]=2)=[O:17])=[CH:27][CH:28]=1. The catalyst class is: 18.